From a dataset of Full USPTO retrosynthesis dataset with 1.9M reactions from patents (1976-2016). Predict the reactants needed to synthesize the given product. (1) The reactants are: [C:1]([C:3]1[CH:4]=[C:5]2[C:10](=[CH:11][C:12]=1[O:13][C:14]1[CH:19]=[CH:18][C:17]([C:20](=[O:34])[NH:21][CH2:22][CH2:23][C:24]3[CH:29]=[CH:28][C:27]([C:30]([F:33])([F:32])[F:31])=[CH:26][N:25]=3)=[CH:16][CH:15]=1)[O:9][CH2:8][CH2:7][CH:6]2[C:35]([O:37]C)=[O:36])#[N:2].O.[OH-].[Li+].O.Cl.O1CCOCC1. Given the product [C:1]([C:3]1[CH:4]=[C:5]2[C:10](=[CH:11][C:12]=1[O:13][C:14]1[CH:19]=[CH:18][C:17]([C:20](=[O:34])[NH:21][CH2:22][CH2:23][C:24]3[CH:29]=[CH:28][C:27]([C:30]([F:31])([F:32])[F:33])=[CH:26][N:25]=3)=[CH:16][CH:15]=1)[O:9][CH2:8][CH2:7][CH:6]2[C:35]([OH:37])=[O:36])#[N:2], predict the reactants needed to synthesize it. (2) The reactants are: [CH:1]1([C:6]2[C:14]3[C:9](=[CH:10][C:11]([C:15](O)=[O:16])=[CH:12][CH:13]=3)[N:8]([CH3:18])[C:7]=2[C:19]2[CH:24]=[N:23][CH:22]=[CH:21][N:20]=2)[CH2:5][CH2:4][CH2:3][CH2:2]1.C([O:27][C:28](=[O:46])/[CH:29]=[CH:30]/[C:31]1[CH:45]=[CH:44][C:34]2[N:35]([CH3:43])[C:36]([C:38]3([NH2:42])[CH2:41][CH2:40][CH2:39]3)=[N:37][C:33]=2[CH:32]=1)C. Given the product [CH:1]1([C:6]2[C:14]3[C:9](=[CH:10][C:11]([C:15]([NH:42][C:38]4([C:36]5[N:35]([CH3:43])[C:34]6[CH:44]=[CH:45][C:31](/[CH:30]=[CH:29]/[C:28]([OH:27])=[O:46])=[CH:32][C:33]=6[N:37]=5)[CH2:39][CH2:40][CH2:41]4)=[O:16])=[CH:12][CH:13]=3)[N:8]([CH3:18])[C:7]=2[C:19]2[CH:24]=[N:23][CH:22]=[CH:21][N:20]=2)[CH2:5][CH2:4][CH2:3][CH2:2]1, predict the reactants needed to synthesize it.